From a dataset of Forward reaction prediction with 1.9M reactions from USPTO patents (1976-2016). Predict the product of the given reaction. (1) Given the reactants [NH2:1][C:2]1[CH:3]=[CH:4][C:5]([O:8][C:9]2[CH:14]=[CH:13][C:12]([CH2:15][NH:16][CH2:17][C:18]([N:20]3[CH2:25][CH2:24][N:23]([CH2:26][C:27]4[CH:35]=[CH:34][C:33]5[O:32][CH2:31][O:30][C:29]=5[CH:28]=4)[CH2:22][CH2:21]3)=[O:19])=[CH:11][CH:10]=2)=[N:6][CH:7]=1.[Cl:36][C:37]1[CH:38]=[C:39]([CH:42]=[CH:43][C:44]=1[Cl:45])[CH:40]=O, predict the reaction product. The product is: [Cl:36][C:37]1[CH:38]=[C:39]([CH:42]=[CH:43][C:44]=1[Cl:45])[CH:40]=[N:1][C:2]1[CH:3]=[CH:4][C:5]([O:8][C:9]2[CH:10]=[CH:11][C:12]([CH2:15][NH:16][CH2:17][C:18]([N:20]3[CH2:25][CH2:24][N:23]([CH2:26][C:27]4[CH:35]=[CH:34][C:33]5[O:32][CH2:31][O:30][C:29]=5[CH:28]=4)[CH2:22][CH2:21]3)=[O:19])=[CH:13][CH:14]=2)=[N:6][CH:7]=1. (2) Given the reactants [C:1]1([C:7]2([C:13]3[CH:18]=[CH:17][C:16]([OH:19])=[CH:15][CH:14]=3)[CH2:12][CH2:11][CH2:10][CH2:9][O:8]2)[CH:6]=[CH:5][CH:4]=[CH:3][CH:2]=1.[C:20](OC(=O)C)(=[O:22])[CH3:21], predict the reaction product. The product is: [C:1]1([C:7]2([C:13]3[CH:14]=[CH:15][C:16]([O:19][C:20](=[O:22])[CH3:21])=[CH:17][CH:18]=3)[CH2:12][CH2:11][CH2:10][CH2:9][O:8]2)[CH:2]=[CH:3][CH:4]=[CH:5][CH:6]=1. (3) Given the reactants [C:1]1(=[O:9])[O:8][C:6](=[O:7])[CH2:5][CH2:4][CH2:3][CH2:2]1.C(O)(=O)CCCCC(O)=O, predict the reaction product. The product is: [C:6]1(=[O:7])[O:8][C:1](=[O:9])[CH2:2][CH2:3][CH2:4][CH2:5]1. (4) Given the reactants Cl.[NH2:2][C:3]1[C:12]2[C:7](=[CH:8][C:9]([CH2:13][CH:14]([NH:23][C:24](=[O:45])[CH2:25][NH:26][S:27]([C:30]3[C:31]([CH3:44])=[C:32]([CH3:43])[C:33]4OC(C)(C)[CH2:36][CH2:35][C:34]=4[C:41]=3C)(=[O:29])=[O:28])[C:15](=[O:22])[N:16]3[CH2:21][CH2:20][CH2:19][CH2:18][CH2:17]3)=[CH:10][CH:11]=2)[CH:6]=[CH:5][N:4]=1.NC1C2C(=CC(CC(NC(=O)OC(C)(C)C)[C:59](=[O:66])N3CCCCC3)=CC=2)C=CN=1.OC[C@H](NS(C1C=CC2C(=CC=CC=2)C=1)(=O)=O)C(O)=O.N[C@H](C(O)=O)CO.C1C2C(=CC=CC=2)C=CC=1S([Cl:115])(=O)=O, predict the reaction product. The product is: [ClH:115].[NH2:2][C:3]1[C:12]2[C:7](=[CH:8][C:9]([CH2:13][CH:14]([NH:23][C:24](=[O:45])[C@@H:25]([NH:26][S:27]([C:30]3[CH:31]=[CH:44][C:33]4[C:34](=[CH:35][CH:36]=[CH:43][CH:32]=4)[CH:41]=3)(=[O:29])=[O:28])[CH2:59][OH:66])[C:15](=[O:22])[N:16]3[CH2:21][CH2:20][CH2:19][CH2:18][CH2:17]3)=[CH:10][CH:11]=2)[CH:6]=[CH:5][N:4]=1.